Predict which catalyst facilitates the given reaction. From a dataset of Catalyst prediction with 721,799 reactions and 888 catalyst types from USPTO. (1) Product: [NH2:50][C:48](=[O:49])[CH2:47][N:11]1[CH:10]=[C:9]([O:8][C:7]2[CH:6]=[CH:5][C:4]([NH:26][C:27](=[O:36])[O:28][CH2:29][C:30]3[CH:31]=[CH:32][CH:33]=[CH:34][CH:35]=3)=[CH:3][C:2]=2[F:1])[CH:14]=[CH:13]/[C:12]/1=[N:15]/[S:16]([C:19]1[CH:24]=[CH:23][C:22]([CH3:25])=[CH:21][CH:20]=1)(=[O:18])=[O:17]. Reactant: [F:1][C:2]1[CH:3]=[C:4]([NH:26][C:27](=[O:36])[O:28][CH2:29][C:30]2[CH:35]=[CH:34][CH:33]=[CH:32][CH:31]=2)[CH:5]=[CH:6][C:7]=1[O:8][C:9]1[CH:10]=[N:11][C:12]([NH:15][S:16]([C:19]2[CH:24]=[CH:23][C:22]([CH3:25])=[CH:21][CH:20]=2)(=[O:18])=[O:17])=[CH:13][CH:14]=1.C(N(CC)C(C)C)(C)C.I[CH2:47][C:48]([NH2:50])=[O:49].O. The catalyst class is: 9. (2) Reactant: [Cl:1][C:2]1[CH:3]=[N:4][CH:5]=[C:6]([Cl:11])[C:7]=1[C:8](O)=[O:9].S(Cl)([Cl:14])=O. Product: [Cl:1][C:2]1[CH:3]=[N:4][CH:5]=[C:6]([Cl:11])[C:7]=1[C:8]([Cl:14])=[O:9]. The catalyst class is: 59. (3) Reactant: C[Si]([N-][Si](C)(C)C)(C)C.[Li+].[CH3:11][C:12]1[CH:17]=[CH:16][N:15]=[CH:14][CH:13]=1.[Cl:18][C:19]1[S:23][C:22]([C:24](OCC)=[O:25])=[CH:21][CH:20]=1. Product: [Cl:18][C:19]1[S:23][C:22]([C:24](=[O:25])[CH2:11][C:12]2[CH:17]=[CH:16][N:15]=[CH:14][CH:13]=2)=[CH:21][CH:20]=1. The catalyst class is: 323. (4) Reactant: Br[C:2]1[C:7]([F:8])=[CH:6][CH:5]=[CH:4][C:3]=1[C:9]([F:12])([F:11])[F:10].C(=O)([O-])[O-].[K+].[K+].[N:19]1[CH:24]=[CH:23][C:22](B(O)O)=[CH:21][CH:20]=1.[Cl-].[NH4+]. Product: [F:10][C:9]([F:12])([F:11])[C:3]1[CH:4]=[CH:5][CH:6]=[C:7]([F:8])[C:2]=1[C:22]1[CH:23]=[CH:24][N:19]=[CH:20][CH:21]=1. The catalyst class is: 12.